Predict the reactants needed to synthesize the given product. From a dataset of Full USPTO retrosynthesis dataset with 1.9M reactions from patents (1976-2016). (1) Given the product [CH2:1]([O:19][C:12]1[CH:11]=[C:10]([F:9])[CH:15]=[CH:14][C:13]=1[C:16](=[O:18])[CH3:17])[C:2]1[CH:7]=[CH:6][CH:5]=[CH:4][CH:3]=1, predict the reactants needed to synthesize it. The reactants are: [CH2:1](Br)[C:2]1[CH:7]=[CH:6][CH:5]=[CH:4][CH:3]=1.[F:9][C:10]1[CH:15]=[CH:14][C:13]([C:16](=[O:18])[CH3:17])=[C:12]([OH:19])[CH:11]=1.C(=O)([O-])[O-].[K+].[K+].Cl. (2) Given the product [CH2:17]([N:16]([CH2:15][C:12]1[CH:13]=[CH:14][C:9]([NH:8][CH2:7][C:6]2[CH:5]=[CH:4][C:3]([CH2:2][NH:1][CH2:30][C:26]3[NH:25][CH:29]=[CH:28][N:27]=3)=[CH:24][CH:23]=2)=[CH:10][CH:11]=1)[CH2:20][CH2:21][CH3:22])[CH2:18][CH3:19], predict the reactants needed to synthesize it. The reactants are: [NH2:1][CH2:2][C:3]1[CH:24]=[CH:23][C:6]([CH2:7][NH:8][C:9]2[CH:14]=[CH:13][C:12]([CH2:15][N:16]([CH2:20][CH2:21][CH3:22])[CH2:17][CH2:18][CH3:19])=[CH:11][CH:10]=2)=[CH:5][CH:4]=1.[NH:25]1[CH:29]=[CH:28][N:27]=[C:26]1[CH:30]=O. (3) Given the product [Cl:44][C:10]1[C:4]2[CH:3]=[C:2]([Cl:1])[CH:32]=[CH:31][C:5]=2[N:6]([CH2:22][C:23]2[CH:24]=[CH:25][C:26]([O:29][CH3:30])=[CH:27][CH:28]=2)[C:7](=[O:21])[CH:8]([CH2:12][CH2:13][C:14]2[CH:19]=[CH:18][CH:17]=[CH:16][C:15]=2[Cl:20])[N:9]=1, predict the reactants needed to synthesize it. The reactants are: [Cl:1][C:2]1[CH:32]=[CH:31][C:5]2[N:6]([CH2:22][C:23]3[CH:28]=[CH:27][C:26]([O:29][CH3:30])=[CH:25][CH:24]=3)[C:7](=[O:21])[CH:8]([CH2:12][CH2:13][C:14]3[CH:19]=[CH:18][CH:17]=[CH:16][C:15]=3[Cl:20])[NH:9][C:10](=O)[C:4]=2[CH:3]=1.CN(C)C1C=CC=CC=1.P(Cl)(Cl)([Cl:44])=O. (4) Given the product [CH3:3][O:4][C:5]1[CH:6]=[C:7]([C:11]2([C:23]#[N:24])[CH2:12][CH2:13][N:14]([CH:17]3[CH2:22][CH2:21][N:20]([S:33]([CH3:32])(=[O:35])=[O:34])[CH2:19][CH2:18]3)[CH2:15][CH2:16]2)[CH:8]=[CH:9][CH:10]=1, predict the reactants needed to synthesize it. The reactants are: Cl.Cl.[CH3:3][O:4][C:5]1[CH:6]=[C:7]([C:11]2([C:23]#[N:24])[CH2:16][CH2:15][N:14]([CH:17]3[CH2:22][CH2:21][NH:20][CH2:19][CH2:18]3)[CH2:13][CH2:12]2)[CH:8]=[CH:9][CH:10]=1.C(N(CC)CC)C.[CH3:32][S:33](Cl)(=[O:35])=[O:34].O. (5) Given the product [C:41]([C:44]1[C:52]2[C:47](=[N:80][CH:49]=[CH:50][CH:51]=2)[N:46]([CH2:61][C:18]([OH:20])=[O:19])[N:45]=1)(=[O:43])[CH3:42], predict the reactants needed to synthesize it. The reactants are: C(OC1C=C2C(=CC=1)N([C:18]([O:20]C(C)(C)C)=[O:19])N=C2C(=O)N(OC)C)C1C=CC=CC=1.C[Mg+].[Br-].CCOCC.[NH4+].[Cl-].[C:41]([C:44]1[C:52]2[C:47](=C[CH:49]=[C:50](OCC3C=CC=CC=3)[CH:51]=2)[N:46]([C:61](OC(C)(C)C)=O)[N:45]=1)(=[O:43])[CH3:42].C(OC1C=C2C(=CC=1)N[N:80]=C2C(=O)C)C1C=CC=CC=1. (6) Given the product [Cl:12][C:4]1[CH:3]=[C:2]([C:15]2[CH:16]=[CH:17][CH:18]=[CH:19][C:14]=2[F:13])[CH:7]=[C:6]([N+:8]([O-:10])=[O:9])[C:5]=1[NH2:11], predict the reactants needed to synthesize it. The reactants are: Br[C:2]1[CH:7]=[C:6]([N+:8]([O-:10])=[O:9])[C:5]([NH2:11])=[C:4]([Cl:12])[CH:3]=1.[F:13][C:14]1[CH:19]=[CH:18][CH:17]=[CH:16][C:15]=1B(O)O.C([O-])([O-])=O.[Na+].[Na+]. (7) Given the product [CH3:1][N:2]1[CH2:3][CH2:4][CH:5]([C:8]2[CH:13]=[CH:12][C:11]([N+:19]([O-:21])=[O:20])=[CH:10][CH:9]=2)[CH2:6][CH2:7]1, predict the reactants needed to synthesize it. The reactants are: [CH3:1][N:2]1[CH2:7][CH2:6][CH:5]([C:8]2[CH:13]=[CH:12][CH:11]=[CH:10][CH:9]=2)[CH2:4][CH2:3]1.OS(O)(=O)=O.[N+:19]([O-])([OH:21])=[O:20].[OH-].[Na+]. (8) Given the product [F:1][C:2]1[CH:10]=[CH:9][C:8]([CH2:11][C:12]2[C:21]3[C:16](=[CH:17][CH:18]=[CH:19][CH:20]=3)[C:15](=[O:22])[NH:14][N:13]=2)=[CH:7][C:3]=1[C:4]([N:32]1[CH2:33][CH2:34][CH:29]([O:28][CH2:27][CH2:26][O:25][CH3:24])[CH2:30][CH2:31]1)=[O:6], predict the reactants needed to synthesize it. The reactants are: [F:1][C:2]1[CH:10]=[CH:9][C:8]([CH2:11][C:12]2[C:21]3[C:16](=[CH:17][CH:18]=[CH:19][CH:20]=3)[C:15](=[O:22])[NH:14][N:13]=2)=[CH:7][C:3]=1[C:4]([OH:6])=O.Cl.[CH3:24][O:25][CH2:26][CH2:27][O:28][CH:29]1[CH2:34][CH2:33][NH:32][CH2:31][CH2:30]1.C(N(CC)CC)C.F[P-](F)(F)(F)(F)F.N1(OC(N(C)C)=[N+](C)C)C2C=CC=CC=2N=N1. (9) The reactants are: [N:1]1[CH:6]=[CH:5][CH:4]=[CH:3][CH:2]=1.[Br:7]C[C:9]1[NH:10][C:11](CBr)=[C:12](C(OCCCCCCCCCC)=O)[CH:13](C2C=CC=CC=2)[C:14]=1C(OCCCCCCCCCC)=O. Given the product [Br-:7].[Br-:7].[N+:1]1([N+:10]2[CH:11]=[CH:12][CH:13]=[CH:14][CH:9]=2)[CH:6]=[CH:5][CH:4]=[CH:3][CH:2]=1, predict the reactants needed to synthesize it. (10) Given the product [CH3:1][C:2]1[CH:3]=[CH:4][N:5]2[C:10]=1[C:9](=[O:11])[N:8]([C:12]1[CH:13]=[CH:14][CH:15]=[CH:16][CH:17]=1)[C:7]([C@@H:18]([NH:20][C:21]1[C:22]3[C:29]([C:30]4[CH:35]=[CH:34][CH:33]=[C:32]([S:36]([N:39]5[CH2:40][CH2:41][O:42][CH2:43][CH2:44]5)(=[O:37])=[O:38])[CH:31]=4)=[CH:28][NH:27][C:23]=3[N:24]=[CH:25][N:26]=1)[CH3:19])=[N:6]2, predict the reactants needed to synthesize it. The reactants are: [CH3:1][C:2]1[CH:3]=[CH:4][N:5]2[C:10]=1[C:9](=[O:11])[N:8]([C:12]1[CH:17]=[CH:16][CH:15]=[CH:14][CH:13]=1)[C:7]([C@@H:18]([NH:20][C:21]1[C:22]3[C:29]([C:30]4[CH:35]=[CH:34][CH:33]=[C:32]([S:36]([N:39]5[CH2:44][CH2:43][O:42][CH2:41][CH2:40]5)(=[O:38])=[O:37])[CH:31]=4)=[CH:28][N:27](COCC[Si](C)(C)C)[C:23]=3[N:24]=[CH:25][N:26]=1)[CH3:19])=[N:6]2.FC(F)(F)C(O)=O.N.